From a dataset of Catalyst prediction with 721,799 reactions and 888 catalyst types from USPTO. Predict which catalyst facilitates the given reaction. Reactant: C(OC([NH:11][C@H:12]([C:19]([NH:21][C:22]1[CH:23]=[C:24]([CH:36]=[CH:37][C:38]=1[F:39])[CH2:25][C:26]1([C:29]([O:31][C:32]([CH3:35])([CH3:34])[CH3:33])=[O:30])[CH2:28][CH2:27]1)=[O:20])[CH:13]([C:15]([F:18])([F:17])[F:16])[CH3:14])=O)C1C=CC=CC=1. Product: [F:39][C:38]1[CH:37]=[CH:36][C:24]([CH2:25][C:26]2([C:29]([O:31][C:32]([CH3:35])([CH3:33])[CH3:34])=[O:30])[CH2:28][CH2:27]2)=[CH:23][C:22]=1[NH:21][C:19](=[O:20])[C@H:12]([CH:13]([C:15]([F:18])([F:17])[F:16])[CH3:14])[NH2:11]. The catalyst class is: 791.